This data is from Reaction yield outcomes from USPTO patents with 853,638 reactions. The task is: Predict the reaction yield, written as a fraction of the theoretical maximum amount of product (1.0 means a 100% yield; for example, 0.34 means a 34% yield). (1) The reactants are CC([O-])(C)C.[K+].CC1C=CC(S([CH2:17][N+:18]#[C-])(=O)=O)=CC=1.[Cl:20][C:21]1[CH:22]=[C:23]([CH:26]=[CH:27][C:28]=1[O:29][CH3:30])[CH:24]=O.CO. The catalyst is C1COCC1.O. The product is [Cl:20][C:21]1[CH:22]=[C:23]([CH2:24][C:17]#[N:18])[CH:26]=[CH:27][C:28]=1[O:29][CH3:30]. The yield is 0.830. (2) The reactants are Br[CH2:2][C:3](=O)[C:4]([CH3:7])([CH3:6])[CH3:5].[NH2:9][C:10]([NH2:12])=[S:11].C(=O)([O-])O.[Na+]. The catalyst is C(O)C. The product is [NH2:12][C:10]1[S:11][CH:2]=[C:3]([C:4]([CH3:7])([CH3:6])[CH3:5])[N:9]=1. The yield is 0.909. (3) The reactants are [Si:1]([O:8][C@H:9]1[CH2:13][N:12]([C:14]([O:16][C:17]([CH3:20])([CH3:19])[CH3:18])=[O:15])[C@H:11]([C:21]([O:23][CH3:24])=[O:22])[CH2:10]1)([C:4]([CH3:7])([CH3:6])[CH3:5])([CH3:3])[CH3:2].[CH3:25][Si]([N-][Si](C)(C)C)(C)C.[Li+].IC. The catalyst is C1COCC1. The product is [Si:1]([O:8][C@H:9]1[CH2:13][N:12]([C:14]([O:16][C:17]([CH3:18])([CH3:20])[CH3:19])=[O:15])[C:11]([CH3:25])([C:21]([O:23][CH3:24])=[O:22])[CH2:10]1)([C:4]([CH3:7])([CH3:6])[CH3:5])([CH3:2])[CH3:3]. The yield is 0.500. (4) The catalyst is CN(C)C(=O)C. The product is [Br:1][C:2]1[CH:3]=[CH:4][C:5]([O:11][C:12]2[CH:13]=[CH:14][C:15]([CH2:18][CH2:19][CH2:20][OH:21])=[CH:16][CH:17]=2)=[C:6]([CH:9]=1)[CH:7]=[O:8]. The reactants are [Br:1][C:2]1[CH:3]=[CH:4][C:5](F)=[C:6]([CH:9]=1)[CH:7]=[O:8].[OH:11][C:12]1[CH:17]=[CH:16][C:15]([CH2:18][CH2:19][CH2:20][OH:21])=[CH:14][CH:13]=1.C([O-])([O-])=O.[K+].[K+]. The yield is 0.990. (5) The reactants are Cl[C:2]1[CH:7]=[C:6]([CH3:8])[CH:5]=[CH:4][C:3]=1[CH3:9].[CH2:10]([NH2:16])[CH2:11][CH2:12][CH2:13][CH2:14][CH3:15].CC(C)([O-])C.[Na+]. The catalyst is C1(C)C=CC=CC=1.C1C=CC(/C=C/C(/C=C/C2C=CC=CC=2)=O)=CC=1.C1C=CC(/C=C/C(/C=C/C2C=CC=CC=2)=O)=CC=1.[Pd]. The product is [CH2:10]([NH:16][C:2]1[CH:7]=[C:6]([CH3:8])[CH:5]=[CH:4][C:3]=1[CH3:9])[CH2:11][CH2:12][CH2:13][CH2:14][CH3:15]. The yield is 0.870. (6) The reactants are [CH3:1][C:2](=[CH2:5])[CH2:3]O.[C:6]([O:14]CC)([O:11][CH2:12][CH3:13])(OCC)[CH3:7].C(O)(=O)CC. The catalyst is CCCCCC.C(OCC)C. The product is [CH3:3][C:2](=[CH2:1])[CH2:5][CH2:7][C:6]([O:11][CH2:12][CH3:13])=[O:14]. The yield is 0.670. (7) The reactants are [C:1]([O:13][CH3:14])(=[O:12])[C:2]1[CH:11]=[CH:10][C:5]([C:6]([O:8][CH3:9])=[O:7])=[CH:4][CH:3]=1.C(O)[CH2:16][CH2:17][CH2:18][CH2:19][CH2:20][CH2:21][CH2:22][CH2:23][CH2:24][CH2:25][CH2:26][CH2:27][CH2:28][CH2:29][CH2:30][CH2:31][CH3:32]. No catalyst specified. The product is [C:6]([O:8][CH2:9][CH2:32][CH2:31][CH2:30][CH2:29][CH2:28][CH2:27][CH2:26][CH2:25][CH2:24][CH2:23][CH2:22][CH2:21][CH2:20][CH2:19][CH2:18][CH2:17][CH3:16])(=[O:7])[C:5]1[CH:10]=[CH:11][C:2]([C:1]([O:13][CH2:14][CH2:32][CH2:31][CH2:30][CH2:29][CH2:28][CH2:27][CH2:26][CH2:25][CH2:24][CH2:23][CH2:22][CH2:21][CH2:20][CH2:19][CH2:18][CH2:17][CH3:16])=[O:12])=[CH:3][CH:4]=1. The yield is 0.962. (8) The reactants are [Cl:1][C:2]1[C:3]([O:9][C:10]2[CH:17]=[C:16]([O:18][CH2:19][CH2:20][CH2:21][O:22][CH3:23])[CH:15]=[CH:14][C:11]=2[CH:12]=O)=[N:4][CH:5]=[C:6]([Cl:8])[CH:7]=1.[CH3:24][CH:25](C(O)=O)[C:26]([OH:28])=[O:27].N1CCCC1.Cl. The catalyst is C(O)(=O)C.O. The product is [Cl:1][C:2]1[C:3]([O:9][C:10]2[CH:17]=[C:16]([O:18][CH2:19][CH2:20][CH2:21][O:22][CH3:23])[CH:15]=[CH:14][C:11]=2/[CH:12]=[C:25](\[CH3:24])/[C:26]([OH:28])=[O:27])=[N:4][CH:5]=[C:6]([Cl:8])[CH:7]=1. The yield is 0.760. (9) The reactants are O=[CH:2][C@@H:3]([NH:5][C:6](=[O:12])[O:7][C:8]([CH3:11])([CH3:10])[CH3:9])[CH3:4].[N+](=[C:15](P(=O)(OC)OC)C(=O)C)=[N-].C(=O)([O-])[O-].[K+].[K+]. The catalyst is CO.C(OCC)(=O)C.[Cl-].[Na+]. The product is [CH3:4][C@H:3]([NH:5][C:6](=[O:12])[O:7][C:8]([CH3:11])([CH3:10])[CH3:9])[C:2]#[CH:15]. The yield is 0.530. (10) The reactants are [F:1][C:2]1[CH:11]=[C:10]2[C:5]([CH:6]=[CH:7][CH:8]=[N:9]2)=[CH:4][C:3]=1[CH2:12][N:13]1[C:21]2[C:16](=[N:17][CH:18]=[C:19]([C:22](=O)[CH3:23])[N:20]=2)[N:15]=[N:14]1.Cl.[NH2:26][O:27][C:28]([CH3:32])([CH3:31])[CH2:29][OH:30]. No catalyst specified. The product is [OH:30][CH2:29][C:28]([O:27]/[N:26]=[C:22](/[C:19]1[N:20]=[C:21]2[N:13]([CH2:12][C:3]3[CH:4]=[C:5]4[C:10](=[CH:11][C:2]=3[F:1])[N:9]=[CH:8][CH:7]=[CH:6]4)[N:14]=[N:15][C:16]2=[N:17][CH:18]=1)\[CH3:23])([CH3:32])[CH3:31]. The yield is 0.890.